From a dataset of Reaction yield outcomes from USPTO patents with 853,638 reactions. Predict the reaction yield, written as a fraction of the theoretical maximum amount of product (1.0 means a 100% yield; for example, 0.34 means a 34% yield). (1) The reactants are [OH:1][CH2:2][C:3]([CH3:15])([CH3:14])[C:4]([O:6][CH2:7][C:8]1[CH:13]=[CH:12][CH:11]=[CH:10][CH:9]=1)=[O:5].[H-].[Na+].[N+:18]([C:21]1[CH:28]=[CH:27][CH:26]=[C:25]([N+]([O-])=O)[C:22]=1[C:23]#[N:24])([O-:20])=[O:19]. The catalyst is C1COCC1. The product is [C:23]([C:22]1[C:21]([N+:18]([O-:20])=[O:19])=[CH:28][CH:27]=[CH:26][C:25]=1[O:1][CH2:2][C:3]([CH3:15])([CH3:14])[C:4]([O:6][CH2:7][C:8]1[CH:13]=[CH:12][CH:11]=[CH:10][CH:9]=1)=[O:5])#[N:24]. The yield is 0.870. (2) The reactants are Br[C:2]1[CH:3]=[C:4]([O:10][CH2:11][C:12]([F:15])([F:14])[F:13])[C:5](=[O:9])[N:6]([CH3:8])[CH:7]=1.[F:16][C:17]1[CH:44]=[C:43]([F:45])[CH:42]=[CH:41][C:18]=1[O:19][C:20]1[CH:25]=[CH:24][C:23]([NH:26][S:27]([CH2:30][CH3:31])(=[O:29])=[O:28])=[CH:22][C:21]=1B1OC(C)(C)C(C)(C)O1.[O-]P([O-])([O-])=O.[K+].[K+].[K+]. The catalyst is O1CCOCC1.O.C1C=CC(P(C2C=CC=CC=2)[C-]2C=CC=C2)=CC=1.C1C=CC(P(C2C=CC=CC=2)[C-]2C=CC=C2)=CC=1.Cl[Pd]Cl.[Fe+2]. The product is [F:16][C:17]1[CH:44]=[C:43]([F:45])[CH:42]=[CH:41][C:18]=1[O:19][C:20]1[CH:21]=[CH:22][C:23]([NH:26][S:27]([CH2:30][CH3:31])(=[O:28])=[O:29])=[CH:24][C:25]=1[C:2]1[CH:3]=[C:4]([O:10][CH2:11][C:12]([F:15])([F:14])[F:13])[C:5](=[O:9])[N:6]([CH3:8])[CH:7]=1. The yield is 0.110. (3) The reactants are Br[C:2]1[CH:3]=[C:4]2[C:9](=[CH:10][CH:11]=1)[N:8]=[CH:7][NH:6][C:5]2=[O:12].[C:13]1(B(O)O)[C:22]2[C:17](=[CH:18][CH:19]=[CH:20][CH:21]=2)[CH:16]=[CH:15][CH:14]=1.C(=O)([O-])[O-].[K+].[K+].C1(P(C2C=CC=CC=2)C2C=CC=CC=2)C=CC=CC=1.C(=O)(O)[O-]. The catalyst is CN(C)C(=O)C.C(O)C.O.C1C=CC(/C=C/C(/C=C/C2C=CC=CC=2)=O)=CC=1.C1C=CC(/C=C/C(/C=C/C2C=CC=CC=2)=O)=CC=1.C1C=CC(/C=C/C(/C=C/C2C=CC=CC=2)=O)=CC=1.[Pd].[Pd].C(Cl)Cl. The product is [C:21]1([C:2]2[CH:3]=[C:4]3[C:9](=[CH:10][CH:11]=2)[N:8]=[CH:7][NH:6][C:5]3=[O:12])[C:22]2[C:17](=[CH:16][CH:15]=[CH:14][CH:13]=2)[CH:18]=[CH:19][CH:20]=1. The yield is 0.620. (4) The reactants are [CH2:1]([C:3]1[O:7][C:6]([C:8]([O:10][CH3:11])=[O:9])=[CH:5][CH:4]=1)[CH3:2].[Cl-].[Cl-].[Cl-].[Al+3].[Br:16]Br. The catalyst is C(Cl)(Cl)Cl. The product is [Br:16][C:4]1[CH:5]=[C:6]([C:8]([O:10][CH3:11])=[O:9])[O:7][C:3]=1[CH2:1][CH3:2]. The yield is 0.418. (5) The reactants are [CH3:1][S:2]([NH:5][CH2:6][CH2:7][NH:8]C(=O)OC(C)(C)C)(=[O:4])=[O:3].[ClH:16].O1CCOCC1.C(OCC)(=O)C. The catalyst is C(OCC)C. The product is [ClH:16].[ClH:16].[NH2:8][CH2:7][CH2:6][NH:5][S:2]([CH3:1])(=[O:4])=[O:3]. The yield is 1.00. (6) The reactants are Br[C:2]1[CH:3]=[N:4][CH:5]=[C:6]([O:8][CH2:9][C@H:10]2[CH2:14][CH2:13][CH2:12][N:11]2[C:15]([O:17][C:18]([CH3:21])([CH3:20])[CH3:19])=[O:16])[CH:7]=1.[F:22][C:23]([F:41])([F:40])[C:24]1[CH:39]=[CH:38][C:27]([CH2:28][O:29][CH2:30][CH2:31][CH:32]2[CH2:37][CH2:36][NH:35][CH2:34][CH2:33]2)=[CH:26][CH:25]=1.CC(C)([O-])C.[Na+]. The catalyst is C1(C)C=CC=CC=1.C1C=CC(/C=C/C(/C=C/C2C=CC=CC=2)=O)=CC=1.C1C=CC(/C=C/C(/C=C/C2C=CC=CC=2)=O)=CC=1.C1C=CC(/C=C/C(/C=C/C2C=CC=CC=2)=O)=CC=1.[Pd].[Pd].C1(P(C2C=CC=CC=2)C2C3OC4C(=CC=CC=4P(C4C=CC=CC=4)C4C=CC=CC=4)C(C)(C)C=3C=CC=2)C=CC=CC=1. The product is [C:18]([O:17][C:15]([N:11]1[CH2:12][CH2:13][CH2:14][C@H:10]1[CH2:9][O:8][C:6]1[CH:5]=[N:4][CH:3]=[C:2]([N:35]2[CH2:34][CH2:33][CH:32]([CH2:31][CH2:30][O:29][CH2:28][C:27]3[CH:26]=[CH:25][C:24]([C:23]([F:22])([F:40])[F:41])=[CH:39][CH:38]=3)[CH2:37][CH2:36]2)[CH:7]=1)=[O:16])([CH3:21])([CH3:20])[CH3:19]. The yield is 1.00. (7) The reactants are [Si:1]([O:8][C:9]1[CH:17]=[CH:16][CH:15]=[C:14]2[C:10]=1[CH:11]=[CH:12][N:13]2[CH2:18][C:19]#[N:20])([C:4]([CH3:7])([CH3:6])[CH3:5])([CH3:3])[CH3:2].Cl. The catalyst is O1CCCC1.C(O)C.[Ni]. The product is [Si:1]([O:8][C:9]1[CH:17]=[CH:16][CH:15]=[C:14]2[C:10]=1[CH:11]=[CH:12][N:13]2[CH2:18][CH2:19][NH2:20])([C:4]([CH3:7])([CH3:6])[CH3:5])([CH3:3])[CH3:2]. The yield is 0.790. (8) The catalyst is CC([O-])=O.CC([O-])=O.[Pd+2].CN(C=O)C. The reactants are Br[C:2]1[C:3]([NH:9][C:10]2[CH:15]=[C:14]([Cl:16])[CH:13]=[CH:12][C:11]=2[O:17][CH3:18])=[N:4][CH:5]=[C:6](C)[CH:7]=1.C1CCN2C(=NCCC2)CC1. The yield is 0.650. The product is [Cl:16][C:14]1[CH:13]=[CH:12][C:11]([O:17][CH3:18])=[C:10]2[C:15]=1[C:2]1[CH:7]=[CH:6][CH:5]=[N:4][C:3]=1[NH:9]2. (9) The reactants are [CH2:1]([N:5]1[C:13]2[N:12]=[C:11]([Cl:14])[N:10]([CH2:15][CH:16]=[CH2:17])[C:9]=2[C:8](=[O:18])[NH:7][C:6]1=[O:19])[CH2:2][CH2:3][CH3:4].C([O-])([O-])=O.[Cs+].[Cs+].Br[CH:27]([CH2:30][CH3:31])[C:28]#[N:29]. The catalyst is CC#N. The product is [CH2:1]([N:5]1[C:13]2[N:12]=[C:11]([Cl:14])[N:10]([CH2:15][CH:16]=[CH2:17])[C:9]=2[C:8](=[O:18])[N:7]([CH2:31][CH2:30][CH2:27][C:28]#[N:29])[C:6]1=[O:19])[CH2:2][CH2:3][CH3:4]. The yield is 0.850. (10) The reactants are [Cl:1][C:2]1[CH:41]=[CH:40][C:5]([CH2:6][CH2:7][NH:8][C:9]([C:11]2[CH:39]=[CH:38][C:14]([O:15][C:16]3[C:21]([C:22]4[CH:27]=[CH:26][C:25]([S:28]([CH3:31])(=[O:30])=[O:29])=[CH:24][CH:23]=4)=[CH:20][C:19]([CH2:32][C:33]([O:35]CC)=[O:34])=[CH:18][CH:17]=3)=[CH:13][CH:12]=2)=[O:10])=[CH:4][CH:3]=1.[OH-].[Na+].O. The catalyst is O1CCOCC1.C(OCC)(=O)C.Cl. The product is [Cl:1][C:2]1[CH:3]=[CH:4][C:5]([CH2:6][CH2:7][NH:8][C:9]([C:11]2[CH:12]=[CH:13][C:14]([O:15][C:16]3[C:21]([C:22]4[CH:27]=[CH:26][C:25]([S:28]([CH3:31])(=[O:30])=[O:29])=[CH:24][CH:23]=4)=[CH:20][C:19]([CH2:32][C:33]([OH:35])=[O:34])=[CH:18][CH:17]=3)=[CH:38][CH:39]=2)=[O:10])=[CH:40][CH:41]=1. The yield is 0.525.